From a dataset of Full USPTO retrosynthesis dataset with 1.9M reactions from patents (1976-2016). Predict the reactants needed to synthesize the given product. (1) Given the product [C:8]1([C:2]2[CH:7]=[CH:6][CH:5]=[CH:4][N:3]=2)[CH:13]=[CH:12][CH:11]=[CH:10][CH:9]=1, predict the reactants needed to synthesize it. The reactants are: Cl[C:2]1[CH:7]=[CH:6][CH:5]=[CH:4][N:3]=1.[C:8]1(B(O)O)[CH:13]=[CH:12][CH:11]=[CH:10][CH:9]=1.C([O-])([O-])=O.[Na+].[Na+]. (2) Given the product [F:1][C:2]1[CH:7]=[C:6]([F:8])[CH:5]=[CH:4][C:3]=1[C@@H:9]1[CH2:10][O:11][C@H:12]([CH3:15])[CH2:13][N:14]1[C:17]1[CH:18]=[CH:19][C:20]2[O:21][CH2:22][C:23](=[O:27])[NH:24][C:25]=2[N:26]=1, predict the reactants needed to synthesize it. The reactants are: [F:1][C:2]1[CH:7]=[C:6]([F:8])[CH:5]=[CH:4][C:3]=1[C@H:9]1[NH:14][CH2:13][C@@H:12]([CH3:15])[O:11][CH2:10]1.Br[C:17]1[CH:18]=[CH:19][C:20]2[O:21][CH2:22][C:23](=[O:27])[NH:24][C:25]=2[N:26]=1. (3) The reactants are: [Cl:1][C:2]1[CH:3]=[C:4]([N:8]2[CH:13]=[CH:12][C:11](=[O:14])[C:10]([C:15](=O)/[CH:16]=[CH:17]/[N:18](C)C)=[N:9]2)[CH:5]=[CH:6][CH:7]=1.[F:22][C:23]1[CH:28]=[CH:27][CH:26]=[CH:25][C:24]=1[NH:29]N. Given the product [Cl:1][C:2]1[CH:3]=[C:4]([N:8]2[CH:13]=[CH:12][C:11](=[O:14])[C:10]([C:15]3[N:29]([C:24]4[CH:25]=[CH:26][CH:27]=[CH:28][C:23]=4[F:22])[N:18]=[CH:17][CH:16]=3)=[N:9]2)[CH:5]=[CH:6][CH:7]=1, predict the reactants needed to synthesize it. (4) Given the product [CH3:30][C@@H:25]([O:24][C:21]1[CH:22]=[CH:23][C:18]([C:15]2[CH:14]=[CH:13][C:12]([OH:11])=[CH:17][CH:16]=2)=[CH:19][C:20]=1[N+:31]([O-:33])=[O:32])[CH2:26][CH2:27][CH:28]=[CH2:29], predict the reactants needed to synthesize it. The reactants are: [OH-].[Li+].C([O:11][C:12]1[CH:17]=[CH:16][C:15]([C:18]2[CH:23]=[CH:22][C:21]([O:24][C@H:25]([CH3:30])[CH2:26][CH2:27][CH:28]=[CH2:29])=[C:20]([N+:31]([O-:33])=[O:32])[CH:19]=2)=[CH:14][CH:13]=1)(=O)C1C=CC=CC=1. (5) Given the product [Cl:16][C:13]1[CH:14]=[CH:15][C:10]([CH2:9][NH:8][C:6](=[O:7])[C:5]2[C:17]([CH3:19])=[CH:18][C:2]([N:22]3[CH2:27][CH2:26][O:25][CH2:24][CH2:23]3)=[CH:3][C:4]=2[O:20][CH3:21])=[CH:11][CH:12]=1, predict the reactants needed to synthesize it. The reactants are: Br[C:2]1[CH:18]=[C:17]([CH3:19])[C:5]([C:6]([NH:8][CH2:9][C:10]2[CH:15]=[CH:14][C:13]([Cl:16])=[CH:12][CH:11]=2)=[O:7])=[C:4]([O:20][CH3:21])[CH:3]=1.[NH:22]1[CH2:27][CH2:26][O:25][CH2:24][CH2:23]1.C(=O)([O-])[O-].[Cs+].[Cs+].C1(P(C2C=CC=CC=2)C2C=CC3C(=CC=CC=3)C=2C2C3C(=CC=CC=3)C=CC=2P(C2C=CC=CC=2)C2C=CC=CC=2)C=CC=CC=1. (6) Given the product [F:1][C:2]1[CH:7]=[CH:6][C:5]([C:8]2[C:16]([C:17]3[CH:22]=[CH:21][N:20]=[C:19]([NH:23][C:36]([CH:33]4[CH2:35][CH2:34]4)=[O:37])[CH:18]=3)=[C:11]3[O:12][CH2:13][CH2:14][CH2:15][N:10]3[N:9]=2)=[CH:4][CH:3]=1, predict the reactants needed to synthesize it. The reactants are: [F:1][C:2]1[CH:7]=[CH:6][C:5]([C:8]2[C:16]([C:17]3[CH:22]=[CH:21][N:20]=[C:19]([NH2:23])[CH:18]=3)=[C:11]3[O:12][CH2:13][CH2:14][CH2:15][N:10]3[N:9]=2)=[CH:4][CH:3]=1.CCN(C(C)C)C(C)C.[CH:33]1([C:36](Cl)=[O:37])[CH2:35][CH2:34]1. (7) Given the product [NH2:5][C:6]1[N:11]=[CH:10][N:9]=[C:8]2[N:12]([CH:16]([C:18]3[C:19]([OH:37])=[C:20]([C:26]4[CH:27]=[CH:28][C:29]([C:32]([N:34]([CH3:36])[CH3:35])=[O:33])=[N:30][CH:31]=4)[C:21]([CH3:25])=[C:22]([Cl:24])[CH:23]=3)[CH3:17])[N:13]=[C:14]([CH3:15])[C:7]=12, predict the reactants needed to synthesize it. The reactants are: B(Br)(Br)Br.[NH2:5][C:6]1[N:11]=[CH:10][N:9]=[C:8]2[N:12]([CH:16]([C:18]3[C:19]([O:37]C)=[C:20]([C:26]4[CH:27]=[CH:28][C:29]([C:32]([N:34]([CH3:36])[CH3:35])=[O:33])=[N:30][CH:31]=4)[C:21]([CH3:25])=[C:22]([Cl:24])[CH:23]=3)[CH3:17])[N:13]=[C:14]([CH3:15])[C:7]=12.Cl.